From a dataset of Full USPTO retrosynthesis dataset with 1.9M reactions from patents (1976-2016). Predict the reactants needed to synthesize the given product. (1) Given the product [Br:1][C:2]1[CH:9]=[C:8]([Cl:10])[CH:7]=[CH:6][C:3]=1[CH2:4][OH:5], predict the reactants needed to synthesize it. The reactants are: [Br:1][C:2]1[CH:9]=[C:8]([Cl:10])[CH:7]=[CH:6][C:3]=1[CH:4]=[O:5].[BH4-].[Na+]. (2) Given the product [C:12]([CH:10]([NH:16][C:17](=[O:21])[CH2:18][CH3:19])[CH2:9][O:8][CH2:1][C:2]1[CH:3]=[CH:4][CH:5]=[CH:6][CH:7]=1)#[N:13], predict the reactants needed to synthesize it. The reactants are: [CH2:1]([O:8][CH2:9][CH:10]=O)[C:2]1[CH:7]=[CH:6][CH:5]=[CH:4][CH:3]=1.[C-:12]#[N:13].[Na+].[Cl-].[NH4+:16].[C:17]([OH:21])(=O)[CH2:18][CH3:19].C(Cl)CCl.